From a dataset of Peptide-MHC class II binding affinity with 134,281 pairs from IEDB. Regression. Given a peptide amino acid sequence and an MHC pseudo amino acid sequence, predict their binding affinity value. This is MHC class II binding data. The peptide sequence is AEEVKVIPAGELQVI. The MHC is DRB1_0901 with pseudo-sequence DRB1_0901. The binding affinity (normalized) is 0.692.